From a dataset of Full USPTO retrosynthesis dataset with 1.9M reactions from patents (1976-2016). Predict the reactants needed to synthesize the given product. (1) Given the product [CH2:26]([NH:28][C:21]([C:19]1[CH:18]=[CH:17][C:13]2[N:14]([CH2:15][CH3:16])[C:10]([NH:9][C:7]3[S:8][C:4]4[CH:3]=[C:2]([Cl:1])[CH:25]=[CH:24][C:5]=4[N:6]=3)=[N:11][C:12]=2[CH:20]=1)=[O:23])[CH3:27], predict the reactants needed to synthesize it. The reactants are: [Cl:1][C:2]1[CH:25]=[CH:24][C:5]2[N:6]=[C:7]([NH:9][C:10]3[N:14]([CH2:15][CH3:16])[C:13]4[CH:17]=[CH:18][C:19]([C:21]([OH:23])=O)=[CH:20][C:12]=4[N:11]=3)[S:8][C:4]=2[CH:3]=1.[CH2:26]([NH2:28])[CH3:27].CN(C(ON1N=NC2C=CC=CC1=2)=[N+](C)C)C.F[P-](F)(F)(F)(F)F.CCN(C(C)C)C(C)C. (2) Given the product [CH3:27][O:26][C:20]([C:21]1[CH:22]=[C:24]([CH3:28])[N:16]2[N:15]=[CH:14][CH:18]=[C:17]2[N:19]=1)=[O:25], predict the reactants needed to synthesize it. The reactants are: OC1CC2C(=CC=CC=2)C1NC([C:14]1[CH:18]=[C:17]([NH2:19])[NH:16][N:15]=1)=O.[C:20]([O:26][CH3:27])(=[O:25])[CH2:21][C:22]([CH3:24])=O.[CH3:28]O. (3) Given the product [Br:1][C:2]1[CH:3]=[C:4]([N:8]2[C:19]([CH3:20])=[CH:18][C:17]3[C:22]4[C:9]2=[N:10][CH:11]=[N:12][C:13]=4[CH:14]=[C:15]([O:25][CH3:26])[C:16]=3[O:23][CH3:24])[CH:5]=[CH:6][CH:7]=1, predict the reactants needed to synthesize it. The reactants are: [Br:1][C:2]1[CH:3]=[C:4]([N:8]2[CH:19]([CH2:20]I)[CH2:18][C:17]3[C:22]4[C:9]2=[N:10][CH:11]=[N:12][C:13]=4[CH:14]=[C:15]([O:25][CH3:26])[C:16]=3[O:23][CH3:24])[CH:5]=[CH:6][CH:7]=1.C1CCN2C(=NCCC2)CC1. (4) Given the product [CH3:28][O:27][C:21]1[CH:20]=[C:19]([C:11]2[CH:10]=[C:9]([OH:8])[C:14]3[N:15]([CH3:18])[CH:16]=[N:17][C:13]=3[CH:12]=2)[CH:24]=[CH:23][C:22]=1[O:25][CH3:26], predict the reactants needed to synthesize it. The reactants are: C([O:8][C:9]1[C:14]2[N:15]([CH3:18])[CH:16]=[N:17][C:13]=2[CH:12]=[C:11]([C:19]2[CH:24]=[CH:23][C:22]([O:25][CH3:26])=[C:21]([O:27][CH3:28])[CH:20]=2)[CH:10]=1)C1C=CC=CC=1. (5) Given the product [C:17]([O:16][C:15](=[O:21])[NH:14][CH2:13][CH2:12][CH2:11][N:8]1[CH2:7][CH2:6][CH2:5][CH2:4][C:3]1=[O:9])([CH3:20])([CH3:19])[CH3:18], predict the reactants needed to synthesize it. The reactants are: [H-].[Na+].[C:3]1(=[O:9])[NH:8][CH2:7][CH2:6][CH2:5][CH2:4]1.Br[CH2:11][CH2:12][CH2:13][NH:14][C:15](=[O:21])[O:16][C:17]([CH3:20])([CH3:19])[CH3:18].C(=O)([O-])O.[Na+].